From a dataset of Merck oncology drug combination screen with 23,052 pairs across 39 cell lines. Regression. Given two drug SMILES strings and cell line genomic features, predict the synergy score measuring deviation from expected non-interaction effect. Drug 1: N#Cc1ccc(Cn2cncc2CN2CCN(c3cccc(Cl)c3)C(=O)C2)cc1. Drug 2: Cn1c(=O)n(-c2ccc(C(C)(C)C#N)cc2)c2c3cc(-c4cnc5ccccc5c4)ccc3ncc21. Cell line: OVCAR3. Synergy scores: synergy=11.8.